This data is from Full USPTO retrosynthesis dataset with 1.9M reactions from patents (1976-2016). The task is: Predict the reactants needed to synthesize the given product. (1) Given the product [CH3:18][N:19]1[C:23]([C:24]2[CH:30]=[CH:29][C:27]([NH:28][C:2]3[N:3]=[CH:4][C:5]4[CH:11]=[CH:10][C:9]([C:12]5[CH:13]=[N:14][N:15]([CH3:17])[CH:16]=5)=[N:8][C:6]=4[N:7]=3)=[C:26]([O:31][CH3:32])[CH:25]=2)=[CH:22][N:21]=[C:20]1[CH3:33], predict the reactants needed to synthesize it. The reactants are: Cl[C:2]1[N:3]=[CH:4][C:5]2[CH:11]=[CH:10][C:9]([C:12]3[CH:13]=[N:14][N:15]([CH3:17])[CH:16]=3)=[N:8][C:6]=2[N:7]=1.[CH3:18][N:19]1[C:23]([C:24]2[CH:30]=[CH:29][C:27]([NH2:28])=[C:26]([O:31][CH3:32])[CH:25]=2)=[CH:22][N:21]=[C:20]1[CH3:33].C([O-])([O-])=O.[K+].[K+]. (2) Given the product [CH3:1][C:2]1([CH3:20])[C:6]([CH3:8])([CH3:7])[O:5][B:4]([C:27]2[CH2:32][CH2:31][CH:30]([CH2:33][C:34]([O:36][CH2:37][CH3:38])=[O:35])[CH2:29][CH:28]=2)[O:3]1, predict the reactants needed to synthesize it. The reactants are: [CH3:1][C:2]1([CH3:20])[C:6]([CH3:8])([CH3:7])[O:5][B:4](C2CC3(CC(C(OC)=O)C3)C=2)[O:3]1.FC(F)(F)S(O[C:27]1[CH2:32][CH2:31][CH:30]([CH2:33][C:34]([O:36][CH2:37][CH3:38])=[O:35])[CH2:29][CH:28]=1)(=O)=O. (3) Given the product [Br:1][C:2]1[C:3]([N:22]([CH2:34][C:31]2[CH:32]=[CH:33][C:28]([Cl:27])=[CH:29][CH:30]=2)[S:23]([CH3:26])(=[O:24])=[O:25])=[CH:4][C:5]2[O:9][C:8]([C:10]3[CH:11]=[CH:12][C:13]([F:16])=[CH:14][CH:15]=3)=[C:7]([C:17]([NH:19][CH3:20])=[O:18])[C:6]=2[CH:21]=1, predict the reactants needed to synthesize it. The reactants are: [Br:1][C:2]1[C:3]([NH:22][S:23]([CH3:26])(=[O:25])=[O:24])=[CH:4][C:5]2[O:9][C:8]([C:10]3[CH:15]=[CH:14][C:13]([F:16])=[CH:12][CH:11]=3)=[C:7]([C:17]([NH:19][CH3:20])=[O:18])[C:6]=2[CH:21]=1.[Cl:27][C:28]1[CH:33]=[CH:32][C:31]([CH2:34]Cl)=[CH:30][CH:29]=1.C([O-])([O-])=O.[K+].[K+]. (4) Given the product [NH:33]1[C:34]2[C:30](=[C:29]([CH2:28][NH:27][C:26]([C:19]3[S:18][C:17]([C:15]([NH:14][C@@H:4]([CH2:5][NH:6][C:7]([C:9]4[S:10][CH:11]=[CH:12][CH:13]=4)=[O:8])[C:3]([OH:39])=[O:2])=[O:16])=[C:21]([C:22]([F:25])([F:23])[F:24])[CH:20]=3)=[O:38])[CH:37]=[CH:36][CH:35]=2)[CH:31]=[N:32]1, predict the reactants needed to synthesize it. The reactants are: C[O:2][C:3](=[O:39])[C@@H:4]([NH:14][C:15]([C:17]1[S:18][C:19]([C:26](=[O:38])[NH:27][CH2:28][C:29]2[CH:37]=[CH:36][CH:35]=[C:34]3[C:30]=2[CH:31]=[N:32][NH:33]3)=[CH:20][C:21]=1[C:22]([F:25])([F:24])[F:23])=[O:16])[CH2:5][NH:6][C:7]([C:9]1[S:10][CH:11]=[CH:12][CH:13]=1)=[O:8].O.[OH-].[Li+].Cl.